This data is from NCI-60 drug combinations with 297,098 pairs across 59 cell lines. The task is: Regression. Given two drug SMILES strings and cell line genomic features, predict the synergy score measuring deviation from expected non-interaction effect. (1) Drug 1: C1=NC2=C(N=C(N=C2N1C3C(C(C(O3)CO)O)F)Cl)N. Drug 2: C1CCC(C(C1)N)N.C(=O)(C(=O)[O-])[O-].[Pt+4]. Cell line: EKVX. Synergy scores: CSS=4.88, Synergy_ZIP=1.35, Synergy_Bliss=3.42, Synergy_Loewe=2.28, Synergy_HSA=1.97. (2) Drug 1: CNC(=O)C1=NC=CC(=C1)OC2=CC=C(C=C2)NC(=O)NC3=CC(=C(C=C3)Cl)C(F)(F)F. Cell line: 786-0. Synergy scores: CSS=1.69, Synergy_ZIP=0.695, Synergy_Bliss=1.99, Synergy_Loewe=-0.856, Synergy_HSA=-0.323. Drug 2: CC(C)NC(=O)C1=CC=C(C=C1)CNNC.Cl. (3) Drug 1: CN(C)C1=NC(=NC(=N1)N(C)C)N(C)C. Drug 2: CCN(CC)CCCC(C)NC1=C2C=C(C=CC2=NC3=C1C=CC(=C3)Cl)OC. Cell line: DU-145. Synergy scores: CSS=18.4, Synergy_ZIP=-6.01, Synergy_Bliss=1.44, Synergy_Loewe=-22.5, Synergy_HSA=-1.97. (4) Cell line: NCI-H322M. Synergy scores: CSS=34.4, Synergy_ZIP=-6.14, Synergy_Bliss=1.16, Synergy_Loewe=-1.64, Synergy_HSA=2.15. Drug 1: C1=NC2=C(N1)C(=S)N=C(N2)N. Drug 2: C1=CC=C(C=C1)NC(=O)CCCCCCC(=O)NO. (5) Drug 1: CN1CCC(CC1)COC2=C(C=C3C(=C2)N=CN=C3NC4=C(C=C(C=C4)Br)F)OC. Drug 2: C(CCl)NC(=O)N(CCCl)N=O. Cell line: LOX IMVI. Synergy scores: CSS=18.1, Synergy_ZIP=-6.43, Synergy_Bliss=-5.36, Synergy_Loewe=-4.51, Synergy_HSA=-3.15. (6) Drug 1: C1=NC2=C(N=C(N=C2N1C3C(C(C(O3)CO)O)O)F)N. Drug 2: C(CC(=O)O)C(=O)CN.Cl. Cell line: MALME-3M. Synergy scores: CSS=16.9, Synergy_ZIP=-5.32, Synergy_Bliss=-2.47, Synergy_Loewe=-1.86, Synergy_HSA=-0.531.